This data is from Full USPTO retrosynthesis dataset with 1.9M reactions from patents (1976-2016). The task is: Predict the reactants needed to synthesize the given product. (1) Given the product [C:1]([CH:3]=[CH:4][CH2:5][CH2:6][C@H:7]([NH:8][C:14](=[O:15])[O:16][C:17]([CH3:19])([CH3:18])[CH3:20])[CH2:11][OH:10])#[N:2], predict the reactants needed to synthesize it. The reactants are: [C:1]([CH:3]=[CH:4][CH2:5][CH2:6][C@H:7]1[CH2:11][O:10]C(C)(C)[N:8]1[C:14]([O:16][C:17]([CH3:20])([CH3:19])[CH3:18])=[O:15])#[N:2].C1(C)C=CC(S(O)(=O)=O)=CC=1.C(=O)(O)[O-].[Na+]. (2) The reactants are: Br[C:2]1[CH:7]=[C:6]([O:8][CH3:9])[CH:5]=[C:4]([O:10][CH3:11])[CH:3]=1.[Na+].[I-:13].CNCCNC. Given the product [I:13][C:2]1[CH:7]=[C:6]([O:8][CH3:9])[CH:5]=[C:4]([O:10][CH3:11])[CH:3]=1, predict the reactants needed to synthesize it. (3) The reactants are: CCN=C=NCCCN(C)C.C1C=CC2N(O)N=NC=2C=1.[CH3:22][CH:23]([O:25][C:26]1[N:31]=[CH:30][C:29]([C:32]([OH:34])=O)=[CH:28][C:27]=1[O:35][CH3:36])[CH3:24].O[NH:38]/[C:39](=[N:56]\[H])/[C:40]1[CH:48]=[C:47]2[C:43]([C:44]([CH2:49][CH2:50][C:51]([O:53][CH2:54][CH3:55])=[O:52])=[CH:45][NH:46]2)=[CH:42][CH:41]=1.CCCC[N+](CCCC)(CCCC)CCCC.[F-]. Given the product [CH3:24][CH:23]([O:25][C:26]1[N:31]=[CH:30][C:29]([C:32]2[O:34][N:56]=[C:39]([C:40]3[CH:48]=[C:47]4[C:43]([C:44]([CH2:49][CH2:50][C:51]([O:53][CH2:54][CH3:55])=[O:52])=[CH:45][NH:46]4)=[CH:42][CH:41]=3)[N:38]=2)=[CH:28][C:27]=1[O:35][CH3:36])[CH3:22], predict the reactants needed to synthesize it. (4) Given the product [CH3:13][O:12][C:10]([C:2]1[N:1]([NH2:25])[C:9]2[C:4]([CH:3]=1)=[CH:5][CH:6]=[CH:7][CH:8]=2)=[O:11], predict the reactants needed to synthesize it. The reactants are: [NH:1]1[C:9]2[C:4](=[CH:5][CH:6]=[CH:7][CH:8]=2)[CH:3]=[C:2]1[C:10]([O:12][CH3:13])=[O:11].CC(C)([O-])C.[K+].C1COCC1.[N+:25](C1C=CC(C(ON)=O)=CC=1)([O-])=O. (5) Given the product [Br:1][C:2]1[CH:7]=[CH:6][C:5]([CH2:8][CH2:9][NH:10][C:18](=[O:19])[C:20]([F:23])([F:22])[F:21])=[CH:4][CH:3]=1, predict the reactants needed to synthesize it. The reactants are: [Br:1][C:2]1[CH:7]=[CH:6][C:5]([CH2:8][CH2:9][NH2:10])=[CH:4][CH:3]=1.CCN(CC)CC.[C:18](O[C:18]([C:20]([F:23])([F:22])[F:21])=[O:19])([C:20]([F:23])([F:22])[F:21])=[O:19]. (6) Given the product [C:24]([C:23]1[CH:22]=[C:21]([C:2]#[C:1][C@@H:3]2[N:7]3[CH2:8][CH2:9][N:10]([C:12]4[C:13]([C:18]#[N:19])=[N:14][CH:15]=[CH:16][N:17]=4)[CH2:11][C@@H:6]3[CH2:5][CH2:4]2)[CH:28]=[CH:27][CH:26]=1)#[N:25], predict the reactants needed to synthesize it. The reactants are: [C:1]([C@@H:3]1[N:7]2[CH2:8][CH2:9][N:10]([C:12]3[C:13]([C:18]#[N:19])=[N:14][CH:15]=[CH:16][N:17]=3)[CH2:11][C@@H:6]2[CH2:5][CH2:4]1)#[CH:2].I[C:21]1[CH:22]=[C:23]([CH:26]=[CH:27][CH:28]=1)[C:24]#[N:25]. (7) Given the product [CH:1]1([CH:7]([NH:20][C:21]2[CH:22]=[CH:23][C:24]([C:27]([N:31]([CH3:30])[CH2:32][CH2:33][C:34]([OH:36])=[O:35])=[O:28])=[N:25][CH:26]=2)[C:8]2[CH:12]=[C:11]([C:13]3[CH:18]=[CH:17][CH:16]=[CH:15][CH:14]=3)[S:10][C:9]=2[CH3:19])[CH2:6][CH2:5][CH2:4][CH2:3][CH2:2]1, predict the reactants needed to synthesize it. The reactants are: [CH:1]1([CH:7]([NH:20][C:21]2[CH:22]=[CH:23][C:24]([C:27](O)=[O:28])=[N:25][CH:26]=2)[C:8]2[CH:12]=[C:11]([C:13]3[CH:18]=[CH:17][CH:16]=[CH:15][CH:14]=3)[S:10][C:9]=2[CH3:19])[CH2:6][CH2:5][CH2:4][CH2:3][CH2:2]1.[CH3:30][NH:31][CH2:32][CH2:33][C:34]([O:36]CC)=[O:35].O.ON1C2C=CC=CC=2N=N1.Cl.C(N=C=NCCCN(C)C)C.[Cl-].[NH4+].[OH-].[Na+].